This data is from Reaction yield outcomes from USPTO patents with 853,638 reactions. The task is: Predict the reaction yield, written as a fraction of the theoretical maximum amount of product (1.0 means a 100% yield; for example, 0.34 means a 34% yield). (1) The reactants are Br[C:2]1[S:3][C:4]([C:7]([O:9][CH2:10][CH3:11])=[O:8])=[CH:5][N:6]=1.[Cl-].[F:13][C:14]([F:29])([F:28])[C:15]1[CH:16]=[C:17]([N:21]2[CH2:26][C@@H:25]3[CH2:27][C@H:22]2[CH2:23][NH2+:24]3)[CH:18]=[CH:19][CH:20]=1.C(N(CC)CC)C.C1COCC1. The catalyst is O1CCOCC1. The product is [F:29][C:14]([F:13])([F:28])[C:15]1[CH:16]=[C:17]([N:21]2[CH2:26][C@@H:25]3[CH2:27][C@H:22]2[CH2:23][N:24]3[C:2]2[S:3][C:4]([C:7]([O:9][CH2:10][CH3:11])=[O:8])=[CH:5][N:6]=2)[CH:18]=[CH:19][CH:20]=1. The yield is 0.950. (2) The reactants are [NH2:1][C:2]1[CH:7]=[CH:6][C:5]([CH3:8])=[CH:4][N:3]=1.[Cl-].C[Al+]C.[OH:13][CH2:14][C:15]1[O:16][C:17]2[CH:23]=[C:22]([C:24](OCC)=[O:25])[CH:21]=[C:20]([O:29][C:30]3[CH:35]=[CH:34][C:33]([S:36]([CH3:39])(=[O:38])=[O:37])=[CH:32][CH:31]=3)[C:18]=2[CH:19]=1. The catalyst is ClCCCl. The product is [OH:13][CH2:14][C:15]1[O:16][C:17]2[CH:23]=[C:22]([C:24]([NH:1][C:2]3[CH:7]=[CH:6][C:5]([CH3:8])=[CH:4][N:3]=3)=[O:25])[CH:21]=[C:20]([O:29][C:30]3[CH:31]=[CH:32][C:33]([S:36]([CH3:39])(=[O:38])=[O:37])=[CH:34][CH:35]=3)[C:18]=2[CH:19]=1. The yield is 0.710. (3) The reactants are [CH3:1][C:2](=[CH:4][CH2:5][CH2:6][CH:7]([CH2:9][CH2:10]O)[CH3:8])[CH3:3].C1(P(C2C=CC=CC=2)C2C=CC=CC=2)C=CC=CC=1.N1C=CN=C1.[I:36]I. The catalyst is C1COCC1. The product is [I:36][CH2:10][CH2:9][CH:7]([CH3:8])[CH2:6][CH2:5][CH:4]=[C:2]([CH3:3])[CH3:1]. The yield is 0.720. (4) The reactants are [NH2:1][C:2]1[C:3]([CH3:13])=[C:4]([C:9]([Cl:12])=[CH:10][CH:11]=1)[C:5]([O:7][CH3:8])=[O:6].Cl.F[B-](F)(F)F.[NH4+].[N:21]([O-])=O.[Na+].C1OCCOCCOCCOCCOCCOC1.C([O-])(=O)C.[K+]. The catalyst is O. The product is [Cl:12][C:9]1[CH:10]=[CH:11][C:2]2[C:3](=[CH:13][NH:21][N:1]=2)[C:4]=1[C:5]([O:7][CH3:8])=[O:6]. The yield is 0.200. (5) The reactants are F.F.F.C(N(CC)CC)C.C(N(CC)CC)C.[Si]([O:35][CH2:36][C@H:37]1[O:41][C@@H:40]([N:42]2[CH:49]=[C:48]([CH3:50])[C:46](=[O:47])[NH:45][C:43]2=[O:44])[C@H:39]([O:51][CH2:52][CH2:53][O:54][N:55]([CH3:57])[CH3:56])[C@@H:38]1[OH:58])(C(C)(C)C)(C1C=CC=CC=1)C1C=CC=CC=1.CO. The catalyst is C1COCC1.C(Cl)Cl. The product is [CH3:56][N:55]([CH3:57])[O:54][CH2:53][CH2:52][O:51][C@@H:39]1[C@H:38]([OH:58])[C@@H:37]([CH2:36][OH:35])[O:41][C@H:40]1[N:42]1[CH:49]=[C:48]([CH3:50])[C:46](=[O:47])[NH:45][C:43]1=[O:44]. The yield is 0.925.